This data is from Forward reaction prediction with 1.9M reactions from USPTO patents (1976-2016). The task is: Predict the product of the given reaction. (1) Given the reactants [Br:1][C:2]1[C:10]2[C:5](=[CH:6][CH:7]=[CH:8][C:9]=2[F:11])[NH:4][N:3]=1.C(Cl)Cl.[Cl:15][C:16]1[CH:24]=[CH:23][CH:22]=[C:21]([C:25]([F:28])([F:27])[F:26])[C:17]=1[C:18](Cl)=[O:19], predict the reaction product. The product is: [Cl:15][C:16]1[CH:24]=[CH:23][CH:22]=[C:21]([C:25]([F:27])([F:28])[F:26])[C:17]=1[C:18]([N:4]1[C:5]2[C:10](=[C:9]([F:11])[CH:8]=[CH:7][CH:6]=2)[C:2]([Br:1])=[N:3]1)=[O:19]. (2) Given the reactants [CH2:1]([C:3]1[CH:8]=[CH:7][C:6]([C@H:9]2[CH2:14][C@@H:13]([C:15]([F:18])([F:17])[F:16])[N:12]3[N:19]=[CH:20][C:21]([C:22]([OH:24])=O)=[C:11]3[NH:10]2)=[CH:5][CH:4]=1)[CH3:2].CN(C(ON1N=NC2C=CC=NC1=2)=[N+](C)C)C.F[P-](F)(F)(F)(F)F.C(N(CC)C(C)C)(C)C.[CH2:58]([NH2:68])[C:59]1[CH:67]=[CH:66][C:65]2[O:64][CH2:63][O:62][C:61]=2[CH:60]=1, predict the reaction product. The product is: [O:64]1[C:65]2[CH:66]=[CH:67][C:59]([CH2:58][NH:68][C:22]([C:21]3[CH:20]=[N:19][N:12]4[C@H:13]([C:15]([F:16])([F:18])[F:17])[CH2:14][C@H:9]([C:6]5[CH:7]=[CH:8][C:3]([CH2:1][CH3:2])=[CH:4][CH:5]=5)[NH:10][C:11]=34)=[O:24])=[CH:60][C:61]=2[O:62][CH2:63]1. (3) Given the reactants [OH-].[K+].[CH2:3]([NH:5][C:6]1[C:11]([CH:12]=O)=[C:10]([CH3:14])[N:9]=[C:8]([S:15][CH3:16])[N:7]=1)[CH3:4].C(N1[C:24]2[N:25]=[C:26]([NH:30][CH2:31]C)[N:27]=[C:28](C)[C:23]=2C=C(C2N(C(OC(C)(C)C)=O)C=CC=2)C1=O)C.N1C(CC#N)=CN=C1, predict the reaction product. The product is: [CH2:3]([N:5]1[C:6]2[N:7]=[C:8]([S:15][CH3:16])[N:9]=[C:10]([CH3:14])[C:11]=2[CH:12]=[C:23]([C:24]2[NH:25][CH:26]=[N:30][CH:31]=2)[C:28]1=[NH:27])[CH3:4].